Predict the reactants needed to synthesize the given product. From a dataset of Full USPTO retrosynthesis dataset with 1.9M reactions from patents (1976-2016). Given the product [ClH:2].[ClH:40].[ClH:49].[Cl:2][C:3]1[CH:11]=[CH:10][C:6]([C:7]([NH:45][CH2:44][CH2:43][N:42]([CH3:46])[CH3:41])=[O:9])=[CH:5][C:4]=1[O:12][C:13]1[C:14]([NH:28][C:29]2[S:30][CH:31]=[C:32]([CH3:34])[N:33]=2)=[N:15][CH:16]=[C:17]([S:19][CH:20]([C:22]2[CH:27]=[CH:26][CH:25]=[CH:24][N:23]=2)[CH3:21])[CH:18]=1, predict the reactants needed to synthesize it. The reactants are: [Na+].[Cl:2][C:3]1[CH:11]=[CH:10][C:6]([C:7]([O-:9])=O)=[CH:5][C:4]=1[O:12][C:13]1[C:14]([NH:28][C:29]2[S:30][CH:31]=[C:32]([CH3:34])[N:33]=2)=[N:15][CH:16]=[C:17]([S:19][CH:20]([C:22]2[CH:27]=[CH:26][CH:25]=[CH:24][N:23]=2)[CH3:21])[CH:18]=1.C([Cl:40])(=O)OCC.[CH3:41][N:42]([CH3:46])[CH2:43][CH2:44][NH2:45].[OH-].[Na+].[ClH:49].